From a dataset of Full USPTO retrosynthesis dataset with 1.9M reactions from patents (1976-2016). Predict the reactants needed to synthesize the given product. (1) Given the product [CH3:14][C:11]1[CH:12]=[CH:13][C:8]([C:5]2[C:4]([C:15]3[CH:20]=[CH:19][CH:18]=[CH:17][CH:16]=3)=[CH:3][C:2]([C:22]#[N:24])=[CH:7][N:6]=2)=[CH:9][CH:10]=1, predict the reactants needed to synthesize it. The reactants are: Cl[C:2]1[CH:3]=[C:4]([C:15]2[CH:20]=[CH:19][CH:18]=[CH:17][CH:16]=2)[C:5]([C:8]2[CH:13]=[CH:12][C:11]([CH3:14])=[CH:10][CH:9]=2)=[N:6][CH:7]=1.C[C:22]([N:24](C)C)=O. (2) The reactants are: [Cl:1][C:2]1[CH:3]=[C:4]([NH:9][C:10]2[C:11]3[C:18]4[CH2:19][NH:20][CH2:21][C:17]=4[S:16][C:12]=3[N:13]=[CH:14][N:15]=2)[CH:5]=[CH:6][C:7]=1[Cl:8].Cl.[CH3:23][N:24]([CH:31]([CH3:33])[CH3:32])[CH2:25]/[CH:26]=[CH:27]/[C:28](O)=[O:29]. Given the product [Cl:1][C:2]1[CH:3]=[C:4]([NH:9][C:10]2[C:11]3[C:18]4[CH2:19][N:20]([C:28](=[O:29])/[CH:27]=[CH:26]/[CH2:25][N:24]([CH:31]([CH3:33])[CH3:32])[CH3:23])[CH2:21][C:17]=4[S:16][C:12]=3[N:13]=[CH:14][N:15]=2)[CH:5]=[CH:6][C:7]=1[Cl:8], predict the reactants needed to synthesize it. (3) Given the product [Cl:1][C:2]1[CH:7]=[CH:6][C:5]([CH2:8][N:9]2[CH2:13][CH2:12][S:11][C:10]2=[N:14][C:34](=[O:35])[CH2:33][C:27]2[CH:32]=[CH:31][CH:30]=[CH:29][CH:28]=2)=[CH:4][N:3]=1, predict the reactants needed to synthesize it. The reactants are: [Cl:1][C:2]1[CH:7]=[CH:6][C:5]([CH2:8][N:9]2[CH2:13][CH2:12][S:11][C:10]2=[NH:14])=[CH:4][N:3]=1.Cl.C(N=C=NCCCN(C)C)C.[C:27]1([CH2:33][C:34](O)=[O:35])[CH:32]=[CH:31][CH:30]=[CH:29][CH:28]=1. (4) Given the product [F:34][C:35]1[CH:42]=[CH:41][CH:40]=[CH:39][C:36]=1[CH2:37][NH:38][C:17]([C@H:14]1[CH2:13][CH2:12][C@@H:11]([CH2:10][C:2]2[NH:1][C:9]3[C:4]([N:3]=2)=[N:5][CH:6]=[CH:7][CH:8]=3)[CH2:16][CH2:15]1)=[O:19], predict the reactants needed to synthesize it. The reactants are: [NH:1]1[C:9]2[C:4](=[N:5][CH:6]=[CH:7][CH:8]=2)[N:3]=[C:2]1[CH2:10][CH:11]1[CH2:16][CH2:15][CH:14]([C:17]([OH:19])=O)[CH2:13][CH2:12]1.C(Cl)CCl.C1C=NC2N(O)N=NC=2C=1.[F:34][C:35]1[CH:42]=[CH:41][CH:40]=[CH:39][C:36]=1[CH2:37][NH2:38]. (5) Given the product [CH3:19][C:20]1[CH:29]=[CH:28][C:27]2[C:22](=[CH:23][CH:24]=[CH:25][CH:26]=2)[C:21]=1[C:30]([N:7]1[CH2:6][CH:5]2[CH2:1][N:2]([C:9]3[CH:18]=[N:17][C:16]4[C:11](=[CH:12][CH:13]=[CH:14][CH:15]=4)[N:10]=3)[CH2:3][CH:4]2[CH2:8]1)=[O:31], predict the reactants needed to synthesize it. The reactants are: [CH2:1]1[CH:5]2[CH2:6][NH:7][CH2:8][CH:4]2[CH2:3][N:2]1[C:9]1[CH:18]=[N:17][C:16]2[C:11](=[CH:12][CH:13]=[CH:14][CH:15]=2)[N:10]=1.[CH3:19][C:20]1[CH:29]=[CH:28][C:27]2[C:22](=[CH:23][CH:24]=[CH:25][CH:26]=2)[C:21]=1[C:30](O)=[O:31]. (6) Given the product [Br:1][C:2]1[CH:8]=[CH:7][C:5]([NH:6][S:23]([C:20]2[S:19][C:18]3[CH:27]=[CH:28][C:15]([F:14])=[CH:16][C:17]=3[C:21]=2[CH3:22])(=[O:25])=[O:24])=[C:4]([O:9][C:10]([F:11])([F:12])[F:13])[CH:3]=1, predict the reactants needed to synthesize it. The reactants are: [Br:1][C:2]1[CH:8]=[CH:7][C:5]([NH2:6])=[C:4]([O:9][C:10]([F:13])([F:12])[F:11])[CH:3]=1.[F:14][C:15]1[CH:28]=[CH:27][C:18]2[S:19][C:20]([S:23](Cl)(=[O:25])=[O:24])=[C:21]([CH3:22])[C:17]=2[CH:16]=1.